From a dataset of Peptide-MHC class II binding affinity with 134,281 pairs from IEDB. Regression. Given a peptide amino acid sequence and an MHC pseudo amino acid sequence, predict their binding affinity value. This is MHC class II binding data. (1) The binding affinity (normalized) is 0.0878. The peptide sequence is DVKFPGGGQIVGGVY. The MHC is DRB5_0101 with pseudo-sequence DRB5_0101. (2) The peptide sequence is AFSPEVIPMFSALSEGA. The MHC is HLA-DQA10102-DQB10602 with pseudo-sequence HLA-DQA10102-DQB10602. The binding affinity (normalized) is 0.406. (3) The MHC is DRB1_0802 with pseudo-sequence DRB1_0802. The peptide sequence is GELQIVDKYDAAFKI. The binding affinity (normalized) is 0.374. (4) The peptide sequence is AAPTAGTTVYGAFAA. The MHC is HLA-DPA10103-DPB10601 with pseudo-sequence HLA-DPA10103-DPB10601. The binding affinity (normalized) is 0. (5) The peptide sequence is PGIKAQQSKLAQRRV. The MHC is HLA-DQA10102-DQB10501 with pseudo-sequence HLA-DQA10102-DQB10501. The binding affinity (normalized) is 0.622. (6) The peptide sequence is ENGEWAIDFCPGVIRRHHG. The MHC is DRB5_0101 with pseudo-sequence DRB5_0101. The binding affinity (normalized) is 0.609. (7) The peptide sequence is LGAWVLGEPKMTKAL. The MHC is DRB1_1501 with pseudo-sequence DRB1_1501. The binding affinity (normalized) is 0.117.